Dataset: Full USPTO retrosynthesis dataset with 1.9M reactions from patents (1976-2016). Task: Predict the reactants needed to synthesize the given product. (1) Given the product [CH2:1]([O:3][C:4](=[O:25])[CH2:5][CH:6]1[O:10][B:9]([OH:11])[C:8]2[CH:12]=[C:13]([O:16][C:17]3[CH:22]=[CH:21][CH:20]=[C:19]([CH2:23][N:36]4[CH2:41][CH2:40][O:39][CH2:38][CH2:37]4)[CH:18]=3)[CH:14]=[CH:15][C:7]1=2)[CH3:2], predict the reactants needed to synthesize it. The reactants are: [CH2:1]([O:3][C:4](=[O:25])[CH2:5][CH:6]1[O:10][B:9]([OH:11])[C:8]2[CH:12]=[C:13]([O:16][C:17]3[CH:22]=[CH:21][CH:20]=[C:19]([CH:23]=O)[CH:18]=3)[CH:14]=[CH:15][C:7]1=2)[CH3:2].C(OC(OCC)OCC)C.[NH:36]1[CH2:41][CH2:40][O:39][CH2:38][CH2:37]1.[BH-](OC(C)=O)(OC(C)=O)OC(C)=O.[Na+].[OH-].[Na+]. (2) Given the product [Cl:1][C:2]1[CH:29]=[CH:28][C:5]2[N:6]([CH:23]3[CH2:27][CH2:26][N:25]([C:30](=[O:32])[CH3:31])[CH2:24]3)[C:7]([CH2:9][N:10]3[C:14]4=[CH:15][N:16]=[CH:17][CH:18]=[C:13]4[C:12]([S:19]([CH3:22])(=[O:20])=[O:21])=[N:11]3)=[N:8][C:4]=2[CH:3]=1, predict the reactants needed to synthesize it. The reactants are: [Cl:1][C:2]1[CH:29]=[CH:28][C:5]2[N:6]([CH:23]3[CH2:27][CH2:26][NH:25][CH2:24]3)[C:7]([CH2:9][N:10]3[C:14]4=[CH:15][N:16]=[CH:17][CH:18]=[C:13]4[C:12]([S:19]([CH3:22])(=[O:21])=[O:20])=[N:11]3)=[N:8][C:4]=2[CH:3]=1.[C:30](OC(=O)C)(=[O:32])[CH3:31].O.